From a dataset of Full USPTO retrosynthesis dataset with 1.9M reactions from patents (1976-2016). Predict the reactants needed to synthesize the given product. The reactants are: [CH3:1][O:2][C:3]([C:5]1[N:6]([S:15]([C:18]2[CH:23]=[CH:22][C:21]([CH3:24])=[CH:20][CH:19]=2)(=[O:17])=[O:16])[C:7]2[C:12]([CH:13]=1)=[CH:11][CH:10]=[C:9](Br)[CH:8]=2)=[O:4].C([O-])(=O)C.[K+].Br[C:31]1[CH:36]=[CH:35][C:34]([F:37])=[CH:33][N:32]=1. Given the product [CH3:1][O:2][C:3]([C:5]1[N:6]([S:15]([C:18]2[CH:23]=[CH:22][C:21]([CH3:24])=[CH:20][CH:19]=2)(=[O:17])=[O:16])[C:7]2[C:12]([CH:13]=1)=[CH:11][CH:10]=[C:9]([C:31]1[CH:36]=[CH:35][C:34]([F:37])=[CH:33][N:32]=1)[CH:8]=2)=[O:4], predict the reactants needed to synthesize it.